This data is from Catalyst prediction with 721,799 reactions and 888 catalyst types from USPTO. The task is: Predict which catalyst facilitates the given reaction. Reactant: C([O:3][C:4]([C:6]1[CH:7]=[N:8][N:9]([CH3:31])[C:10]=1[C:11](=[O:30])[NH:12][C:13]1[CH:18]=[CH:17][N:16]2[N:19]=[C:20]([C:22]3[CH:27]=[CH:26][CH:25]=[C:24]([O:28][CH3:29])[CH:23]=3)[N:21]=[C:15]2[CH:14]=1)=[O:5])C.CO.O.[Li+].[OH-]. Product: [CH3:29][O:28][C:24]1[CH:23]=[C:22]([C:20]2[N:21]=[C:15]3[CH:14]=[C:13]([NH:12][C:11]([C:10]4[N:9]([CH3:31])[N:8]=[CH:7][C:6]=4[C:4]([OH:5])=[O:3])=[O:30])[CH:18]=[CH:17][N:16]3[N:19]=2)[CH:27]=[CH:26][CH:25]=1. The catalyst class is: 1.